Dataset: Forward reaction prediction with 1.9M reactions from USPTO patents (1976-2016). Task: Predict the product of the given reaction. (1) Given the reactants [OH-].[Na+].Cl.[C:4](=[NH:9])(OCC)[CH3:5].[NH:10]([C:12]([O:14][C:15]([CH3:18])([CH3:17])[CH3:16])=[O:13])[NH2:11], predict the reaction product. The product is: [C:4]([NH:11][NH:10][C:12]([O:14][C:15]([CH3:18])([CH3:17])[CH3:16])=[O:13])(=[NH:9])[CH3:5]. (2) Given the reactants C([O:3][C:4]([C:6]1[N:7]([CH2:36][C:37]2[CH:42]=[CH:41][CH:40]=[C:39]([Cl:43])[CH:38]=2)[C:8]2[C:13]([C:14]=1[NH:15][C:16](=[O:27])[CH2:17][CH2:18][C:19]1[CH:24]=[CH:23][C:22]([O:25][CH3:26])=[CH:21][CH:20]=1)=[CH:12][CH:11]=[C:10]([C:28]1[CH:33]=[C:32]([F:34])[CH:31]=[C:30]([F:35])[CH:29]=1)[CH:9]=2)=[O:5])C.[OH-].[K+], predict the reaction product. The product is: [Cl:43][C:39]1[CH:38]=[C:37]([CH:42]=[CH:41][CH:40]=1)[CH2:36][N:7]1[C:8]2[C:13](=[CH:12][CH:11]=[C:10]([C:28]3[CH:33]=[C:32]([F:34])[CH:31]=[C:30]([F:35])[CH:29]=3)[CH:9]=2)[C:14]([NH:15][C:16](=[O:27])[CH2:17][CH2:18][C:19]2[CH:24]=[CH:23][C:22]([O:25][CH3:26])=[CH:21][CH:20]=2)=[C:6]1[C:4]([OH:5])=[O:3]. (3) Given the reactants Cl.[CH2:2]=[CH:3][CH2:4][NH2:5].[CH2:6]1[O:8][CH:7]1[CH2:9][Cl:10].Cl.[C:12](=[O:15])([O-:14])[O-:13].[Na+].[Na+], predict the reaction product. The product is: [CH2:2]=[CH:3][CH2:4][NH3+:5].[CH2:6]1[O:8][CH:7]1[CH2:9][Cl:10].[C:12]([O-:15])([OH:14])=[O:13]. (4) Given the reactants [CH3:1][O:2][C:3](=[O:30])[C:4]1[CH:9]=[C:8]([C:10](=[O:26])[C:11]2[CH:16]=[CH:15][C:14]([N:17]([C:19]3[CH:24]=[CH:23][C:22]([Cl:25])=[CH:21][CH:20]=3)[CH3:18])=[CH:13][N:12]=2)[CH:7]=[CH:6][C:5]=1[N:27]=[N+:28]=[N-:29].[C:31]([C:33]1[CH:38]=[CH:37][CH:36]=[CH:35][CH:34]=1)#[CH:32], predict the reaction product. The product is: [CH3:1][O:2][C:3](=[O:30])[C:4]1[CH:9]=[C:8]([C:10](=[O:26])[C:11]2[CH:16]=[CH:15][C:14]([N:17]([C:19]3[CH:24]=[CH:23][C:22]([Cl:25])=[CH:21][CH:20]=3)[CH3:18])=[CH:13][N:12]=2)[CH:7]=[CH:6][C:5]=1[N:27]1[C:31]([C:33]2[CH:38]=[CH:37][CH:36]=[CH:35][CH:34]=2)=[CH:32][N:29]=[N:28]1. (5) Given the reactants [NH2:1][C:2]1[N:7]=[C:6]([C:8]2[CH:15]=[CH:14][C:11]([C:12]#[N:13])=[C:10](F)[CH:9]=2)[CH:5]=[C:4]([N:17]2[CH2:22][CH2:21]O[CH:19]([C:23]3[NH:27][C:26]4[CH:28]=[CH:29][C:30]([Cl:32])=[CH:31][C:25]=4[N:24]=3)[CH2:18]2)[N:3]=1.[OH2:33].[NH2:34][NH2:35], predict the reaction product. The product is: [NH2:1][C:2]1[N:7]=[C:6]([C:8]2[CH:9]=[C:10]3[C:11]([C:12]([NH2:13])=[N:34][NH:35]3)=[CH:14][CH:15]=2)[CH:5]=[C:4]([N:17]2[CH2:22][CH2:21][O:33][CH:19]([C:23]3[NH:27][C:26]4[CH:28]=[CH:29][C:30]([Cl:32])=[CH:31][C:25]=4[N:24]=3)[CH2:18]2)[N:3]=1.